Dataset: Forward reaction prediction with 1.9M reactions from USPTO patents (1976-2016). Task: Predict the product of the given reaction. (1) Given the reactants [CH3:1][C:2]([CH3:9])([CH3:8])[CH2:3][S:4](Cl)(=[O:6])=[O:5].C(O[C:13]([C:15]1([CH2:21][CH2:22]OC)[CH2:20][CH2:19][NH:18][CH2:17][CH2:16]1)=[O:14])C.[F:25][C:26]([F:38])([F:37])[CH2:27][CH2:28][O:29][C:30]1[CH:35]=[CH:34][C:33]([NH2:36])=[CH:32][CH:31]=1, predict the reaction product. The product is: [CH2:3]([S:4]([N:18]1[CH2:17][CH2:16][C:15]2([C:13](=[O:14])[N:36]([C:33]3[CH:34]=[CH:35][C:30]([O:29][CH2:28][CH2:27][C:26]([F:25])([F:37])[F:38])=[CH:31][CH:32]=3)[CH2:22][CH2:21]2)[CH2:20][CH2:19]1)(=[O:6])=[O:5])[C:2]([CH3:9])([CH3:8])[CH3:1]. (2) The product is: [Cl:1][C:2]1[N:3]=[C:4]([C:15]#[C:14][C:13]([CH3:17])([CH3:16])[CH3:12])[CH:5]=[CH:6][C:7]=1[C:8]([OH:10])=[O:9]. Given the reactants [Cl:1][C:2]1[C:7]([C:8]([OH:10])=[O:9])=[CH:6][CH:5]=[C:4](Cl)[N:3]=1.[CH3:12][C:13]([CH3:17])([CH3:16])[C:14]#[CH:15], predict the reaction product.